The task is: Predict the reactants needed to synthesize the given product.. This data is from Full USPTO retrosynthesis dataset with 1.9M reactions from patents (1976-2016). (1) Given the product [C:1]([Si:5]([CH3:7])([CH3:6])[O:13][CH:11]([CH3:12])[CH2:10][NH2:9])([CH3:4])([CH3:3])[CH3:2], predict the reactants needed to synthesize it. The reactants are: [C:1]([Si:5](Cl)([CH3:7])[CH3:6])([CH3:4])([CH3:3])[CH3:2].[NH2:9][CH2:10][CH:11]([OH:13])[CH3:12].C(N(CC)CC)C.O. (2) Given the product [Br:10][C:11]1[C:19]([F:20])=[CH:18][C:14]([C:15]#[N:16])=[C:13]([F:21])[CH:12]=1, predict the reactants needed to synthesize it. The reactants are: N1C(Cl)=NC(Cl)=NC=1Cl.[Br:10][C:11]1[C:19]([F:20])=[CH:18][C:14](/[CH:15]=[N:16]/O)=[C:13]([F:21])[CH:12]=1.